Regression. Given a peptide amino acid sequence and an MHC pseudo amino acid sequence, predict their binding affinity value. This is MHC class I binding data. From a dataset of Peptide-MHC class I binding affinity with 185,985 pairs from IEDB/IMGT. (1) The peptide sequence is DTVNRTHQY. The binding affinity (normalized) is 0.0847. The MHC is HLA-B44:02 with pseudo-sequence HLA-B44:02. (2) The MHC is Mamu-B17 with pseudo-sequence Mamu-B17. The peptide sequence is KHTDENVLI. The binding affinity (normalized) is 0.177. (3) The peptide sequence is SSLRYGNVL. The MHC is HLA-B48:01 with pseudo-sequence HLA-B48:01. The binding affinity (normalized) is 0.0847. (4) The peptide sequence is FPLWNTEKI. The MHC is HLA-A26:01 with pseudo-sequence HLA-A26:01. The binding affinity (normalized) is 0.0847. (5) The peptide sequence is TEVMPVSMA. The MHC is HLA-B44:02 with pseudo-sequence HLA-B44:02. The binding affinity (normalized) is 0.184. (6) The peptide sequence is AYIDNYNKV. The MHC is HLA-A03:01 with pseudo-sequence HLA-A03:01. The binding affinity (normalized) is 0. (7) The peptide sequence is FSKSRSTLMY. The MHC is HLA-A30:02 with pseudo-sequence HLA-A30:02. The binding affinity (normalized) is 0.362. (8) The peptide sequence is INPNMSCD. The MHC is H-2-Kb with pseudo-sequence H-2-Kb. The binding affinity (normalized) is 0.